The task is: Predict the product of the given reaction.. This data is from Forward reaction prediction with 1.9M reactions from USPTO patents (1976-2016). (1) Given the reactants [CH3:1][O:2][C:3]1[CH:15]=[C:14]([O:16][CH3:17])[CH:13]=[CH:12][C:4]=1[CH2:5][NH:6][C:7]1[S:11][N:10]=[CH:9][N:8]=1.C[Si](C)(C)[N-][Si](C)(C)C.[Li+].[Cl:28][C:29]1[C:30]([F:40])=[CH:31][C:32]([F:39])=[C:33]([S:35](Cl)(=[O:37])=[O:36])[CH:34]=1, predict the reaction product. The product is: [Cl:28][C:29]1[C:30]([F:40])=[CH:31][C:32]([F:39])=[C:33]([S:35]([N:6]([CH2:5][C:4]2[CH:12]=[CH:13][C:14]([O:16][CH3:17])=[CH:15][C:3]=2[O:2][CH3:1])[C:7]2[S:11][N:10]=[CH:9][N:8]=2)(=[O:37])=[O:36])[CH:34]=1. (2) Given the reactants C(OC(N1C[CH2:11][CH:10]([NH:13][C:14]([C:16]2[S:17][CH:18]=[CH:19][C:20]=2[NH:21][C:22]2[CH:27]=[CH:26][N:25]=[C:24]3[NH:28][CH:29]=[CH:30][C:23]=23)=[O:15])[CH2:9]1)=O)(C)(C)C.[F:31][C:32]1[CH:38]=CC(N)=C[CH:33]=1.C(N1CCC(N)C1)(OC(C)(C)C)=O, predict the reaction product. The product is: [F:31][C:32]1[CH:38]=[CH:9][C:10]([NH:13][C:14]([C:16]2[S:17][CH:18]=[CH:19][C:20]=2[NH:21][C:22]2[CH:27]=[CH:26][N:25]=[C:24]3[NH:28][CH:29]=[CH:30][C:23]=23)=[O:15])=[CH:11][CH:33]=1. (3) Given the reactants [Cl:1][C:2]1[CH:3]=[C:4]([CH:6]=[CH:7][C:8]=1[Cl:9])[NH2:5].[OH-].[Na+].[CH3:12][C:13]([CH3:18])([CH3:17])[C:14](Cl)=[O:15], predict the reaction product. The product is: [Cl:1][C:2]1[CH:3]=[C:4]([NH:5][C:14](=[O:15])[C:13]([CH3:18])([CH3:17])[CH3:12])[CH:6]=[CH:7][C:8]=1[Cl:9]. (4) Given the reactants [NH2:1][C@@H:2]1[CH2:6][CH2:5][N:4]([C:7](OC(C)(C)C)=O)[CH2:3]1.C([N:16](CC)CC)C.[CH3:21][C:22]1[CH:23]=[C:24]([S:28](Cl)(=[O:30])=[O:29])[CH:25]=[CH:26][CH:27]=1.CCN(C(C)C)C(C)C.BrC#N, predict the reaction product. The product is: [C:7]([N:4]1[CH2:5][CH2:6][C@@H:2]([NH:1][S:28]([C:24]2[CH:25]=[CH:26][CH:27]=[C:22]([CH3:21])[CH:23]=2)(=[O:30])=[O:29])[CH2:3]1)#[N:16]. (5) Given the reactants [F:1][C:2]([F:21])([F:20])[O:3][C:4]1[CH:5]=[C:6]([CH:17]=[CH:18][CH:19]=1)[O:7][C:8]1[CH:9]=[C:10]([N+:14]([O-])=O)[CH:11]=[CH:12][CH:13]=1, predict the reaction product. The product is: [F:1][C:2]([F:20])([F:21])[O:3][C:4]1[CH:5]=[C:6]([CH:17]=[CH:18][CH:19]=1)[O:7][C:8]1[CH:9]=[C:10]([CH:11]=[CH:12][CH:13]=1)[NH2:14]. (6) Given the reactants [CH3:1][O:2][C:3]1[CH:4]=[C:5]([CH2:9][CH2:10][NH:11][C:12](=O)[C:13]2[CH:18]=[CH:17][CH:16]=[CH:15][CH:14]=2)[CH:6]=[CH:7][CH:8]=1.P(Cl)(Cl)(Cl)=O, predict the reaction product. The product is: [CH3:1][O:2][C:3]1[CH:4]=[C:5]2[C:6](=[CH:7][CH:8]=1)[C:12]([C:13]1[CH:18]=[CH:17][CH:16]=[CH:15][CH:14]=1)=[N:11][CH2:10][CH2:9]2. (7) Given the reactants [NH:1]1[C:5]2=[CH:6][N:7]=[CH:8][CH:9]=[C:4]2[CH2:3][C:2]1=[O:10].[Li+].C[Si]([N-][Si](C)(C)C)(C)C.C1COCC1.Cl.[CH2:27]([N:34]([CH2:38][CH2:39]Cl)[CH2:35][CH2:36]Cl)[C:28]1[CH:33]=[CH:32][CH:31]=[CH:30][CH:29]=1, predict the reaction product. The product is: [CH2:27]([N:34]1[CH2:38][CH2:39][C:3]2([C:4]3[C:5](=[CH:6][N:7]=[CH:8][CH:9]=3)[NH:1][C:2]2=[O:10])[CH2:36][CH2:35]1)[C:28]1[CH:33]=[CH:32][CH:31]=[CH:30][CH:29]=1.